Dataset: Catalyst prediction with 721,799 reactions and 888 catalyst types from USPTO. Task: Predict which catalyst facilitates the given reaction. (1) Reactant: [NH2:1][C:2]1[O:6][CH:5]([C:7]2[CH:12]=[CH:11][CH:10]=[C:9]([Cl:13])[C:8]=2[Cl:14])[C:4](=[O:15])[C:3]=1[OH:16].C(N(CC)CC)C.[C:24]1([CH2:30][S:31](Cl)(=[O:33])=[O:32])[CH:29]=[CH:28][CH:27]=[CH:26][CH:25]=1.[Cl-].[NH4+]. Product: [Cl:14][C:8]1[C:9]([Cl:13])=[CH:10][CH:11]=[CH:12][C:7]=1[CH:5]1[C:4](=[O:15])[C:3]([O:16][S:31]([CH2:30][C:24]2[CH:29]=[CH:28][CH:27]=[CH:26][CH:25]=2)(=[O:33])=[O:32])=[C:2]([NH2:1])[O:6]1. The catalyst class is: 1. (2) Reactant: [NH:1]1[C:9]2[C:4](=[CH:5][CH:6]=[CH:7][CH:8]=2)[C:3]([C:10]([OH:12])=[O:11])=[N:2]1.[N+:13]([O-])([O-:15])=[O:14].[K+]. Product: [N+:13]([C:6]1[CH:5]=[C:4]2[C:9](=[CH:8][CH:7]=1)[NH:1][N:2]=[C:3]2[C:10]([OH:12])=[O:11])([O-:15])=[O:14]. The catalyst class is: 561. (3) Product: [F:1][C:2]1[CH:7]=[CH:6][C:5]([O:8][C:9](=[O:25])[N:10]([C@H:13]2[C@H:17]([C:18]3[CH:19]=[CH:20][C:21]([Cl:24])=[CH:22][CH:23]=3)[CH2:16][N:15]([C:40]([CH:37]3[CH2:38][CH2:39][N:34]([C:31]4[CH:30]=[CH:29][C:28]([C:27]([F:44])([F:26])[F:43])=[CH:33][N:32]=4)[CH2:35][CH2:36]3)=[O:41])[CH2:14]2)[CH2:11][CH3:12])=[CH:4][CH:3]=1. Reactant: [F:1][C:2]1[CH:7]=[CH:6][C:5]([O:8][C:9](=[O:25])[N:10]([C@H:13]2[C@H:17]([C:18]3[CH:23]=[CH:22][C:21]([Cl:24])=[CH:20][CH:19]=3)[CH2:16][NH:15][CH2:14]2)[CH2:11][CH3:12])=[CH:4][CH:3]=1.[F:26][C:27]([F:44])([F:43])[C:28]1[CH:29]=[CH:30][C:31]([N:34]2[CH2:39][CH2:38][CH:37]([C:40](O)=[O:41])[CH2:36][CH2:35]2)=[N:32][CH:33]=1.CN(C(ON1N=NC2C=CC=NC1=2)=[N+](C)C)C.F[P-](F)(F)(F)(F)F.CCN(C(C)C)C(C)C. The catalyst class is: 3. (4) Reactant: [C:1]1([CH2:7][C:8]2[CH:13]=[CH:12][CH:11]=[CH:10][CH:9]=2)[CH:6]=[CH:5][CH:4]=[CH:3][CH:2]=1.Cl[S:15]([OH:18])(=[O:17])=[O:16]. Product: [CH2:7]([C:8]1[CH:9]=[CH:10][C:11]([S:15]([OH:18])(=[O:17])=[O:16])=[CH:12][CH:13]=1)[C:1]1[CH:6]=[CH:5][CH:4]=[CH:3][CH:2]=1. The catalyst class is: 26.